From a dataset of Full USPTO retrosynthesis dataset with 1.9M reactions from patents (1976-2016). Predict the reactants needed to synthesize the given product. (1) The reactants are: [C:1]1([CH2:7][N:8]([CH2:29][C:30]2[CH:35]=[CH:34][CH:33]=[CH:32][CH:31]=2)[CH2:9][C@@H:10]([C:12]2[CH:13]=[CH:14][C:15]([O:21]CC3C=CC=CC=3)=[C:16]([NH:18][CH:19]=[O:20])[CH:17]=2)[OH:11])[CH:6]=[CH:5][CH:4]=[CH:3][CH:2]=1.[H][H]. Given the product [C:1]1([CH2:7][N:8]([CH2:29][C:30]2[CH:35]=[CH:34][CH:33]=[CH:32][CH:31]=2)[CH2:9][C@@H:10]([C:12]2[CH:13]=[CH:14][C:15]([OH:21])=[C:16]([NH:18][CH:19]=[O:20])[CH:17]=2)[OH:11])[CH:2]=[CH:3][CH:4]=[CH:5][CH:6]=1, predict the reactants needed to synthesize it. (2) Given the product [Cl:7][C:6]1[S:5][C:4]([CH2:8][N:9]2[CH2:14][CH2:13][O:12][CH2:11][CH2:10]2)=[CH:3][C:2]=1[C:23](=[O:25])[CH3:24], predict the reactants needed to synthesize it. The reactants are: Br[C:2]1[CH:3]=[C:4]([CH2:8][N:9]2[CH2:14][CH2:13][O:12][CH2:11][CH2:10]2)[S:5][C:6]=1[Cl:7].C([Li])CCC.CON(C)[C:23](=[O:25])[CH3:24]. (3) The reactants are: Br[C:2]1[CH:7]=[CH:6][C:5]([F:8])=[CH:4][C:3]=1[CH2:9][O:10]C(OCC)C.C([Li])CCC.[B:21](OC)(OC)[O:22]C.Cl. Given the product [F:8][C:5]1[CH:6]=[CH:7][C:2]2[B:21]([OH:22])[O:10][CH2:9][C:3]=2[CH:4]=1, predict the reactants needed to synthesize it. (4) Given the product [Cl:1][C:2]1[CH:3]=[C:4]([C@@H:12]([CH2:26][CH:27]2[CH2:31][CH2:30][CH2:29][CH2:28]2)[C:13]([NH:15][C:16]2[CH:20]=[CH:19][N:18]([CH2:21][CH2:22][C:23](=[O:25])[NH:38][CH2:39][CH2:40][CH3:41])[N:17]=2)=[O:14])[CH:5]=[CH:6][C:7]=1[S:8]([CH3:11])(=[O:9])=[O:10], predict the reactants needed to synthesize it. The reactants are: [Cl:1][C:2]1[CH:3]=[C:4]([C@@H:12]([CH2:26][CH:27]2[CH2:31][CH2:30][CH2:29][CH2:28]2)[C:13]([NH:15][C:16]2[CH:20]=[CH:19][N:18]([CH2:21][CH2:22][C:23]([OH:25])=O)[N:17]=2)=[O:14])[CH:5]=[CH:6][C:7]=1[S:8]([CH3:11])(=[O:10])=[O:9].C(Cl)(=O)C(Cl)=O.[N:38]1C(C)=C[CH:41]=[CH:40][C:39]=1C.C(N)CC. (5) Given the product [C:29]([O:33][C:34]([N:36]1[CH2:41][CH2:40][N:39]([CH2:20][C:17]2[CH:16]=[N:15][C:14]([NH:13][C:10]3[N:11]=[CH:12][C:7]4[CH:6]=[C:5]([C:3](=[O:4])[N:2]([CH3:28])[CH3:1])[N:22]([CH:23]5[CH2:24][CH2:25][CH2:26][CH2:27]5)[C:8]=4[N:9]=3)=[CH:19][CH:18]=2)[CH2:38][CH:37]1[CH3:42])=[O:35])([CH3:32])([CH3:30])[CH3:31], predict the reactants needed to synthesize it. The reactants are: [CH3:1][N:2]([CH3:28])[C:3]([C:5]1[N:22]([CH:23]2[CH2:27][CH2:26][CH2:25][CH2:24]2)[C:8]2[N:9]=[C:10]([NH:13][C:14]3[CH:19]=[CH:18][C:17]([CH:20]=O)=[CH:16][N:15]=3)[N:11]=[CH:12][C:7]=2[CH:6]=1)=[O:4].[C:29]([O:33][C:34]([N:36]1[CH2:41][CH2:40][NH:39][CH2:38][CH:37]1[CH3:42])=[O:35])([CH3:32])([CH3:31])[CH3:30]. (6) Given the product [CH3:1][O:2][C:3]1[CH:4]=[CH:5][C:6]([C:9]2[S:13][C:12]([C:14]([NH:64][C:65]3([C:70]([O:72][CH3:73])=[O:71])[CH2:69][CH2:68][CH2:67][CH2:66]3)=[O:16])=[C:11]([NH:17][C:18]([NH:20][C:21]3[C:22]([CH3:29])=[CH:23][C:24]([CH3:28])=[CH:25][C:26]=3[CH3:27])=[O:19])[CH:10]=2)=[CH:7][CH:8]=1, predict the reactants needed to synthesize it. The reactants are: [CH3:1][O:2][C:3]1[CH:8]=[CH:7][C:6]([C:9]2[S:13][C:12]([C:14]([OH:16])=O)=[C:11]([NH:17][C:18]([NH:20][C:21]3[C:26]([CH3:27])=[CH:25][C:24]([CH3:28])=[CH:23][C:22]=3[CH3:29])=[O:19])[CH:10]=2)=[CH:5][CH:4]=1.CN(C(ON1N=NC2C=CC=NC1=2)=[N+](C)C)C.F[P-](F)(F)(F)(F)F.CCN(C(C)C)C(C)C.Cl.[NH2:64][C:65]1([C:70]([O:72][CH3:73])=[O:71])[CH2:69][CH2:68][CH2:67][CH2:66]1.